From a dataset of Catalyst prediction with 721,799 reactions and 888 catalyst types from USPTO. Predict which catalyst facilitates the given reaction. (1) Product: [CH2:30]([O:29][C:27]([CH2:26][C:21]1[CH:22]=[CH:23][CH:24]=[CH:25][C:20]=1[NH:19][C:5]1[O:7][CH2:8][C:9](=[O:17])[C:4]=1[C:3]([O:11][CH2:12][CH3:13])=[O:10])=[O:28])[CH3:31]. The catalyst class is: 87. Reactant: [H-].[Na+].[C:3]([O:11][CH2:12][CH3:13])(=[O:10])[CH2:4][C:5]([O:7][CH2:8][CH3:9])=O.ClCC(Cl)=[O:17].[NH2:19][C:20]1[CH:25]=[CH:24][CH:23]=[CH:22][C:21]=1[CH2:26][C:27]([O:29][CH2:30][CH3:31])=[O:28].[K+].[Br-]. (2) Reactant: [I-].[CH3:2][S+](C)(C)=O.[H-].[Na+].[O:9]=[C:10]1[CH2:16][CH2:15][CH2:14][N:13]([C:17]([O:19][C:20]([CH3:23])([CH3:22])[CH3:21])=[O:18])[CH2:12][CH2:11]1.O. Product: [O:9]1[C:10]2([CH2:16][CH2:15][CH2:14][N:13]([C:17]([O:19][C:20]([CH3:23])([CH3:22])[CH3:21])=[O:18])[CH2:12][CH2:11]2)[CH2:2]1. The catalyst class is: 16. (3) Reactant: [C:1]([C:3](=[C:9](SC)[S:10][CH3:11])[C:4]([O:6][CH2:7][CH3:8])=[O:5])#[N:2].[NH:14]([C:16]1[C:21]([C:22]2[CH:27]=[CH:26][CH:25]=[CH:24][CH:23]=2)=[C:20]([C:28]2[CH:33]=[CH:32][CH:31]=[CH:30][CH:29]=2)[N:19]=[C:18]([C:34]([F:37])([F:36])[F:35])[N:17]=1)[NH2:15]. Product: [NH2:2][C:1]1[N:14]([C:16]2[C:21]([C:22]3[CH:23]=[CH:24][CH:25]=[CH:26][CH:27]=3)=[C:20]([C:28]3[CH:33]=[CH:32][CH:31]=[CH:30][CH:29]=3)[N:19]=[C:18]([C:34]([F:37])([F:36])[F:35])[N:17]=2)[N:15]=[C:9]([S:10][CH3:11])[C:3]=1[C:4]([O:6][CH2:7][CH3:8])=[O:5]. The catalyst class is: 5. (4) Reactant: [CH2:1]([O:5][C:6](=[O:9])[CH:7]=[CH2:8])[CH2:2][CH2:3][CH3:4].[C:10]([NH2:14])(=[O:13])[CH:11]=[CH2:12]. Product: [CH2:1]([O:5][C:6](=[O:9])[CH:7]=[CH2:8])[CH2:2][CH2:3][CH3:4].[C:10]([NH2:14])(=[O:13])[CH:11]=[CH2:12]. The catalyst class is: 32. (5) Reactant: [I-].[CH2:2]([O:4][C:5]([C:7]1[NH:11][CH:10]=[C:9]([CH2:12][N+](C)(C)C)[CH:8]=1)=[O:6])[CH3:3].[C-:17]#[N:18].[Na+]. Product: [C:17]([CH2:12][C:9]1[CH:8]=[C:7]([C:5]([O:4][CH2:2][CH3:3])=[O:6])[NH:11][CH:10]=1)#[N:18]. The catalyst class is: 8.